Dataset: Forward reaction prediction with 1.9M reactions from USPTO patents (1976-2016). Task: Predict the product of the given reaction. (1) Given the reactants [Cl:1][C:2]1[C:3]([F:42])=[C:4]([C@@H:8]2[C@:12]([C:15]3[CH:20]=[CH:19][C:18]([Cl:21])=[CH:17][C:16]=3[F:22])([C:13]#[N:14])[C@H:11]([CH2:23][C:24]([CH3:27])([CH3:26])[CH3:25])[NH:10][C@H:9]2[C:28]([NH:30][C:31]2[CH:39]=[CH:38][C:34]([C:35]([OH:37])=[O:36])=[CH:33][C:32]=2[O:40][CH3:41])=[O:29])[CH:5]=[CH:6][CH:7]=1.C(N(CC)CC)C.O=C1N(P(Cl)(N2CCOC2=O)=O)[CH2:54][CH2:53][O:52]1.C(O)CO, predict the reaction product. The product is: [Cl:1][C:2]1[C:3]([F:42])=[C:4]([C@@H:8]2[C@:12]([C:15]3[CH:20]=[CH:19][C:18]([Cl:21])=[CH:17][C:16]=3[F:22])([C:13]#[N:14])[C@H:11]([CH2:23][C:24]([CH3:26])([CH3:27])[CH3:25])[NH:10][C@H:9]2[C:28]([NH:30][C:31]2[CH:39]=[CH:38][C:34]([C:35]([O:37][CH2:54][CH2:53][OH:52])=[O:36])=[CH:33][C:32]=2[O:40][CH3:41])=[O:29])[CH:5]=[CH:6][CH:7]=1. (2) Given the reactants Cl[C:2]1[CH:7]=[C:6]([C:8]2[CH:13]=[CH:12][CH:11]=[C:10]([F:14])[CH:9]=2)[N:5]=[CH:4][N:3]=1.[CH2:15]([OH:19])[C:16]#[C:17][CH3:18].[H-].[Na+].O, predict the reaction product. The product is: [F:14][C:10]1[CH:9]=[C:8]([C:6]2[CH:7]=[C:2]([O:19][CH2:15][C:16]#[C:17][CH3:18])[N:3]=[CH:4][N:5]=2)[CH:13]=[CH:12][CH:11]=1. (3) The product is: [ClH:1].[Cl:1][C:2]1[CH:7]=[C:6]([CH:8]([NH2:10])[CH3:9])[CH:5]=[C:4]([CH3:17])[N:3]=1. Given the reactants [Cl:1][C:2]1[CH:7]=[C:6]([CH:8]([NH:10][S@](C(C)(C)C)=O)[CH3:9])[CH:5]=[C:4]([CH3:17])[N:3]=1.Cl, predict the reaction product. (4) Given the reactants [C:1]([O:4][C@@H:5]1[CH2:22][C@@:20]2([CH3:21])[C@@H:16]([CH2:17][CH2:18][C:19]2=[O:23])[C@H:15]2[C@H:6]1[C@@H:7]1[C:12]([CH2:13][C@H:14]2[CH2:24][CH2:25][CH2:26][CH2:27][CH2:28][CH2:29][CH2:30][CH2:31][CH2:32][O:33][Si](C(C)(C)C)(C)C)=[CH:11][C:10](=[O:41])[CH2:9][CH2:8]1)(=[O:3])[CH3:2].S(=O)(=O)(O)O, predict the reaction product. The product is: [C:1]([O:4][C@@H:5]1[CH2:22][C@@:20]2([CH3:21])[C@@H:16]([CH2:17][CH2:18][C:19]2=[O:23])[C@H:15]2[C@H:6]1[C@@H:7]1[C:12]([CH2:13][C@H:14]2[CH2:24][CH2:25][CH2:26][CH2:27][CH2:28][CH2:29][CH2:30][CH2:31][CH2:32][OH:33])=[CH:11][C:10](=[O:41])[CH2:9][CH2:8]1)(=[O:3])[CH3:2]. (5) Given the reactants [C:1]([O:5][C:6]([N:8]1[CH2:13][CH2:12][CH:11]([CH:14]([C:26]([O:28]C)=O)[CH:15]([OH:25])[C:16]2[CH:21]=[CH:20][CH:19]=[CH:18][C:17]=2[N+:22]([O-])=O)[CH2:10][CH2:9]1)=[O:7])([CH3:4])([CH3:3])[CH3:2].C(O)(=O)C, predict the reaction product. The product is: [C:1]([O:5][C:6]([N:8]1[CH2:13][CH2:12][CH:11]([CH:14]2[CH:15]([OH:25])[C:16]3[C:17](=[CH:18][CH:19]=[CH:20][CH:21]=3)[NH:22][C:26]2=[O:28])[CH2:10][CH2:9]1)=[O:7])([CH3:3])([CH3:4])[CH3:2]. (6) Given the reactants [Si]([O:8][CH2:9][C:10]1[CH:11]=[C:12]2[C:17](=[N:18][C:19]=1[CH:20]([O:23]C)OC)[N:16]([C:25]([O:27]C1C=CC=CC=1)=O)[CH2:15][CH2:14][CH2:13]2)(C(C)(C)C)(C)C.[NH2:34][C:35]1[CH:42]=[C:41]([O:43][CH2:44][CH:45]2[CH2:48][CH2:47][O:46]2)[C:38]([C:39]#[N:40])=[CH:37][N:36]=1.[Li+].C[Si]([N-][Si](C)(C)C)(C)C.[NH4+].[Cl-:60], predict the reaction product. The product is: [Cl:60][CH2:47][CH2:48][CH:45]([OH:46])[CH2:44][O:43][C:41]1[C:38]([C:39]#[N:40])=[CH:37][N:36]=[C:35]([NH:34][C:25]([N:16]2[C:17]3[C:12](=[CH:11][C:10]([CH2:9][OH:8])=[C:19]([CH:20]=[O:23])[N:18]=3)[CH2:13][CH2:14][CH2:15]2)=[O:27])[CH:42]=1. (7) Given the reactants Cl.[CH3:2][O:3][C:4]1[CH:5]=[C:6]([C:12]2[C@@H:21]3[C@@H:16]([CH2:17][CH2:18][CH2:19][CH2:20]3)[C:15](=[O:22])[N:14]([CH:23]3[CH2:28][CH2:27][NH:26][CH2:25][CH2:24]3)[N:13]=2)[CH:7]=[CH:8][C:9]=1[O:10][CH3:11].[C:29]([O:33][C:34]([NH:36][C@H:37]([C:44](O)=[O:45])[CH2:38][C:39]1[S:40][CH:41]=[CH:42][CH:43]=1)=[O:35])([CH3:32])([CH3:31])[CH3:30].CN(C(ON1N=NC2C=CC=CC1=2)=[N+](C)C)C.F[P-](F)(F)(F)(F)F.CCN(C(C)C)C(C)C, predict the reaction product. The product is: [CH3:2][O:3][C:4]1[CH:5]=[C:6]([C:12]2[C@@H:21]3[C@@H:16]([CH2:17][CH2:18][CH2:19][CH2:20]3)[C:15](=[O:22])[N:14]([CH:23]3[CH2:24][CH2:25][N:26]([C:44](=[O:45])[C@@H:37]([NH:36][C:34](=[O:35])[O:33][C:29]([CH3:30])([CH3:31])[CH3:32])[CH2:38][C:39]4[S:40][CH:41]=[CH:42][CH:43]=4)[CH2:27][CH2:28]3)[N:13]=2)[CH:7]=[CH:8][C:9]=1[O:10][CH3:11]. (8) Given the reactants Cl.[Br:2][C:3]1[C:4]([F:14])=[C:5]([C@H:9]([NH2:13])[CH2:10][CH2:11][CH3:12])[CH:6]=[CH:7][CH:8]=1.[CH3:15][C:16]([O:19][C:20](O[C:20]([O:19][C:16]([CH3:18])([CH3:17])[CH3:15])=[O:21])=[O:21])([CH3:18])[CH3:17].CCN(CC)CC, predict the reaction product. The product is: [Br:2][C:3]1[C:4]([F:14])=[C:5]([C@H:9]([NH:13][C:20](=[O:21])[O:19][C:16]([CH3:18])([CH3:17])[CH3:15])[CH2:10][CH2:11][CH3:12])[CH:6]=[CH:7][CH:8]=1. (9) Given the reactants [C:1]([O:5][C:6](=[O:40])[NH:7][CH:8]1[CH2:13][CH2:12][CH:11]([NH:14][C:15](=[O:39])[C:16]2[CH:21]=[C:20]([OH:22])[CH:19]=[C:18]([O:23][C:24]3[CH:29]=[CH:28][C:27]([CH2:30][NH:31][C:32]([O:34][C:35]([CH3:38])([CH3:37])[CH3:36])=[O:33])=[CH:26][CH:25]=3)[CH:17]=2)[CH2:10][CH2:9]1)([CH3:4])([CH3:3])[CH3:2].F[C:42]1[CH:49]=[CH:48][C:45]([C:46]#[N:47])=[CH:44][CH:43]=1, predict the reaction product. The product is: [C:1]([O:5][C:6](=[O:40])[NH:7][CH:8]1[CH2:13][CH2:12][CH:11]([NH:14][C:15](=[O:39])[C:16]2[CH:21]=[C:20]([O:22][C:42]3[CH:49]=[CH:48][C:45]([C:46]#[N:47])=[CH:44][CH:43]=3)[CH:19]=[C:18]([O:23][C:24]3[CH:25]=[CH:26][C:27]([CH2:30][NH:31][C:32]([O:34][C:35]([CH3:38])([CH3:37])[CH3:36])=[O:33])=[CH:28][CH:29]=3)[CH:17]=2)[CH2:10][CH2:9]1)([CH3:4])([CH3:2])[CH3:3].